This data is from Human liver microsome stability data. The task is: Regression/Classification. Given a drug SMILES string, predict its absorption, distribution, metabolism, or excretion properties. Task type varies by dataset: regression for continuous measurements (e.g., permeability, clearance, half-life) or binary classification for categorical outcomes (e.g., BBB penetration, CYP inhibition). Dataset: hlm. (1) The compound is Cc1ccc(-c2c(C)noc2C)cc1S(=O)(=O)NC1CCCC1. The result is 1 (stable in human liver microsomes). (2) The molecule is C[C@H](CO)n1ccc2c(NC(=O)Cc3ccc(Cl)c(C(F)(F)F)c3)cccc2c1=O. The result is 0 (unstable in human liver microsomes). (3) The compound is CCn1c2ccccc2c2cc(NC(=O)CN3CCC(N4C(=O)OCc5c(F)cccc54)CC3)ccc21. The result is 0 (unstable in human liver microsomes). (4) The result is 0 (unstable in human liver microsomes). The compound is N#Cc1ccc(F)cc1Cn1c(N2CCC[C@@H](N)C2)ncc(F)c1=O. (5) The compound is O=C(/C=C/c1ccc2c(c1)nc(CCc1ccccc1)n2CCN1CCCCC1)NO. The result is 0 (unstable in human liver microsomes). (6) The result is 0 (unstable in human liver microsomes). The compound is CC(=O)NC[C@@H]1OC(=O)N2c3ccc(-c4ccc(N5CCOC5=O)nc4)cc3SC[C@@H]12. (7) The result is 1 (stable in human liver microsomes). The drug is CCc1nc2cc(Cl)ccn2c1C(=O)NCc1ccc(N2CCC(c3ccc(F)cc3)CC2)cc1.